This data is from Catalyst prediction with 721,799 reactions and 888 catalyst types from USPTO. The task is: Predict which catalyst facilitates the given reaction. (1) Reactant: C(N(CC)CC)C.[CH:8]([C:10]1[C:18]2[C:13](=[CH:14][CH:15]=[CH:16][CH:17]=2)[N:12](C(OC(C)(C)C)=O)[CH:11]=1)=[O:9].[F:26][C:27]1[CH:28]=[C:29]([CH:40]=[CH:41][CH:42]=1)[CH:30]=[N:31][C:32]1[CH:37]=[CH:36][N:35]=[C:34]([O:38][CH3:39])[CH:33]=1. Product: [F:26][C:27]1[CH:28]=[C:29]([CH:30]([NH:31][C:32]2[CH:37]=[CH:36][N:35]=[C:34]([O:38][CH3:39])[CH:33]=2)[C:8]([C:10]2[C:18]3[C:13](=[CH:14][CH:15]=[CH:16][CH:17]=3)[NH:12][CH:11]=2)=[O:9])[CH:40]=[CH:41][CH:42]=1. The catalyst class is: 433. (2) Reactant: C(OC([N:8]1[CH2:11][CH:10]([O:12][C:13]2[CH:18]=[CH:17][C:16]([N:19]3[CH2:24][CH2:23][C:22]4[N:25]=[C:26]([C:28]5[CH:33]=[CH:32][C:31]([Cl:34])=[CH:30][CH:29]=5)[S:27][C:21]=4[C:20]3=[O:35])=[CH:15][C:14]=2[O:36][CH3:37])[CH2:9]1)=O)(C)(C)C.FC(F)(F)C(O)=O.[OH-].[Na+]. Product: [NH:8]1[CH2:11][CH:10]([O:12][C:13]2[CH:18]=[CH:17][C:16]([N:19]3[CH2:24][CH2:23][C:22]4[N:25]=[C:26]([C:28]5[CH:29]=[CH:30][C:31]([Cl:34])=[CH:32][CH:33]=5)[S:27][C:21]=4[C:20]3=[O:35])=[CH:15][C:14]=2[O:36][CH3:37])[CH2:9]1. The catalyst class is: 2.